Dataset: Catalyst prediction with 721,799 reactions and 888 catalyst types from USPTO. Task: Predict which catalyst facilitates the given reaction. (1) Reactant: [C:1]1([O:11][CH3:12])[C:2](=[CH:4][CH:5]=[C:6]([CH:10]=1)[CH2:7][CH:8]=[CH2:9])[OH:3].[OH-].[Na+].C=O.[C:17](OCC)(=[O:19])C. The catalyst class is: 6. Product: [CH2:7]([C:6]1[CH:10]=[C:1]([O:11][CH3:12])[C:2]([OH:3])=[C:4]([CH2:17][OH:19])[CH:5]=1)[CH:8]=[CH2:9]. (2) Reactant: [Br:1]Br.[CH2:3]([N:10]1[C:19](=[O:20])[C:18]2[C:13](=[CH:14][CH:15]=[CH:16][CH:17]=2)[N:12]=[C:11]1[CH2:21][CH2:22][CH3:23])[C:4]1[CH:9]=[CH:8][CH:7]=[CH:6][CH:5]=1.C([O-])(=O)C.[Na+].O. Product: [CH2:3]([N:10]1[C:19](=[O:20])[C:18]2[C:13](=[CH:14][CH:15]=[CH:16][CH:17]=2)[N:12]=[C:11]1[CH:21]([Br:1])[CH2:22][CH3:23])[C:4]1[CH:5]=[CH:6][CH:7]=[CH:8][CH:9]=1. The catalyst class is: 15. (3) Reactant: [OH:1][CH2:2][C:3]1[CH:8]=[C:7]([O:9][CH3:10])[CH:6]=[C:5]([N:11]=[N:12][C:13]2[CH:18]=[CH:17][C:16]([O:19][CH3:20])=[CH:15][C:14]=2[N+:21]([O-])=O)[C:4]=1[OH:24].[OH-].[Na+].C(S(O)=O)(N)=N.Cl. Product: [OH:1][CH2:2][C:3]1[CH:8]=[C:7]([O:9][CH3:10])[CH:6]=[C:5]([N:11]2[N:12]=[C:13]3[CH:18]=[CH:17][C:16]([O:19][CH3:20])=[CH:15][C:14]3=[N:21]2)[C:4]=1[OH:24]. The catalyst class is: 97. (4) Reactant: N#N.[CH3:3][O:4][C:5]([C:7]1[N:8]=[CH:9][O:10][C:11]=1[C:12]1[CH:17]=[CH:16][CH:15]=[C:14]([C:18]([O:20]C(C)(C)C)=[O:19])[CH:13]=1)=[O:6]. Product: [CH3:3][O:4][C:5]([C:7]1[N:8]=[CH:9][O:10][C:11]=1[C:12]1[CH:17]=[CH:16][CH:15]=[C:14]([C:18]([OH:20])=[O:19])[CH:13]=1)=[O:6]. The catalyst class is: 67. (5) Reactant: Cl.[O:2]([NH2:4])[CH3:3].[CH2:5]([N:12]1[C:21]2[C:16](=[CH:17][CH:18]=[CH:19][CH:20]=2)[C:15](=O)[CH2:14][CH2:13]1)[C:6]1[CH:11]=[CH:10][CH:9]=[CH:8][CH:7]=1. Product: [CH3:3][O:2][N:4]=[C:15]1[C:16]2[C:21](=[CH:20][CH:19]=[CH:18][CH:17]=2)[N:12]([CH2:5][C:6]2[CH:11]=[CH:10][CH:9]=[CH:8][CH:7]=2)[CH2:13][CH2:14]1. The catalyst class is: 17.